From a dataset of NCI-60 drug combinations with 297,098 pairs across 59 cell lines. Regression. Given two drug SMILES strings and cell line genomic features, predict the synergy score measuring deviation from expected non-interaction effect. (1) Drug 1: CC12CCC(CC1=CCC3C2CCC4(C3CC=C4C5=CN=CC=C5)C)O. Drug 2: C#CCC(CC1=CN=C2C(=N1)C(=NC(=N2)N)N)C3=CC=C(C=C3)C(=O)NC(CCC(=O)O)C(=O)O. Cell line: HCT-15. Synergy scores: CSS=8.74, Synergy_ZIP=0.0939, Synergy_Bliss=3.15, Synergy_Loewe=1.23, Synergy_HSA=1.01. (2) Drug 1: CC1=C(C=C(C=C1)NC2=NC=CC(=N2)N(C)C3=CC4=NN(C(=C4C=C3)C)C)S(=O)(=O)N.Cl. Drug 2: C(=O)(N)NO. Cell line: NCI/ADR-RES. Synergy scores: CSS=0.557, Synergy_ZIP=-1.09, Synergy_Bliss=-3.43, Synergy_Loewe=-4.59, Synergy_HSA=-4.66. (3) Drug 1: C1CC(=O)NC(=O)C1N2CC3=C(C2=O)C=CC=C3N. Drug 2: CC1=C(C=C(C=C1)NC(=O)C2=CC=C(C=C2)CN3CCN(CC3)C)NC4=NC=CC(=N4)C5=CN=CC=C5. Cell line: NCIH23. Synergy scores: CSS=11.4, Synergy_ZIP=-1.35, Synergy_Bliss=0.384, Synergy_Loewe=3.35, Synergy_HSA=2.44. (4) Drug 1: CC1CCC2CC(C(=CC=CC=CC(CC(C(=O)C(C(C(=CC(C(=O)CC(OC(=O)C3CCCCN3C(=O)C(=O)C1(O2)O)C(C)CC4CCC(C(C4)OC)O)C)C)O)OC)C)C)C)OC. Drug 2: CC12CCC3C(C1CCC2OP(=O)(O)O)CCC4=C3C=CC(=C4)OC(=O)N(CCCl)CCCl.[Na+]. Cell line: T-47D. Synergy scores: CSS=28.4, Synergy_ZIP=6.42, Synergy_Bliss=13.8, Synergy_Loewe=3.98, Synergy_HSA=10.5.